Task: Predict the reactants needed to synthesize the given product.. Dataset: Full USPTO retrosynthesis dataset with 1.9M reactions from patents (1976-2016) (1) Given the product [C:25]1([CH:19]([NH2:18])[CH:20]([O:23][CH3:24])[O:21][CH3:22])[CH:30]=[CH:29][CH:28]=[CH:27][CH:26]=1, predict the reactants needed to synthesize it. The reactants are: [Br-].C([N+]1N=C([C@@H](OC)C)N([NH:18][CH:19]([C:25]2[CH:30]=[CH:29][CH:28]=[CH:27][CH:26]=2)[CH:20]([O:23][CH3:24])[O:21][CH3:22])C=1[C@@H](OC)C)C1C=CC=CC=1.[BH4-].[Li+].[OH-].[Na+]. (2) Given the product [ClH:20].[OH:12][CH2:11][C:9]1[CH:8]=[CH:7][N:6]=[C:5]([C:3]([OH:21])=[O:1])[CH:10]=1, predict the reactants needed to synthesize it. The reactants are: [OH-:1].[Na+].[C:3]([C:5]1[CH:10]=[C:9]([CH2:11][O:12][Si](C(C)(C)C)(C)C)[CH:8]=[CH:7][N:6]=1)#N.[ClH:20].[OH2:21].